This data is from Peptide-MHC class I binding affinity with 185,985 pairs from IEDB/IMGT. The task is: Regression. Given a peptide amino acid sequence and an MHC pseudo amino acid sequence, predict their binding affinity value. This is MHC class I binding data. (1) The binding affinity (normalized) is 0.0847. The MHC is HLA-A26:01 with pseudo-sequence HLA-A26:01. The peptide sequence is IVRTNRNEL. (2) The peptide sequence is YLAVVPLVY. The MHC is HLA-A29:02 with pseudo-sequence HLA-A29:02. The binding affinity (normalized) is 0.885. (3) The peptide sequence is WMTYTGGVM. The MHC is HLA-A02:01 with pseudo-sequence HLA-A02:01. The binding affinity (normalized) is 0.0530. (4) The peptide sequence is RVPTVFHKK. The MHC is HLA-B39:01 with pseudo-sequence HLA-B39:01. The binding affinity (normalized) is 0.0847. (5) The binding affinity (normalized) is 0.248. The peptide sequence is YQPESQKFI. The MHC is HLA-A29:02 with pseudo-sequence HLA-A29:02. (6) The peptide sequence is HVDGKILFV. The binding affinity (normalized) is 0.426. The MHC is HLA-A02:02 with pseudo-sequence HLA-A02:02.